This data is from Full USPTO retrosynthesis dataset with 1.9M reactions from patents (1976-2016). The task is: Predict the reactants needed to synthesize the given product. (1) Given the product [NH2:30][C:28]1[C:27]([C:31]#[N:32])=[CH:26][N:25]=[C:24]([NH:55][CH2:54][CH2:53][NH:52][C:43]2[N:42]=[C:41]([C:35]3[CH:36]=[CH:37][C:38]([Cl:40])=[CH:39][C:34]=3[Cl:33])[C:46]([C:47]3[NH:51][CH:50]=[CH:49][N:48]=3)=[CH:45][N:44]=2)[N:29]=1, predict the reactants needed to synthesize it. The reactants are: ClC1C=C(Cl)C=CC=1C1C(N2C=CN=C2)=CN=C(CCN)N=1.Cl[C:24]1[N:29]=[C:28]([NH2:30])[C:27]([C:31]#[N:32])=[CH:26][N:25]=1.[Cl:33][C:34]1[CH:39]=[C:38]([Cl:40])[CH:37]=[CH:36][C:35]=1[C:41]1[C:46]([C:47]2[NH:48][CH:49]=[CH:50][N:51]=2)=[CH:45][N:44]=[C:43]([NH:52][CH2:53][CH2:54][NH:55]C2C=CC([N+]([O-])=O)=C(OC)N=2)[N:42]=1. (2) Given the product [CH3:1][C:2]1[C:7]([O:8][C@@H:9]2[C@H:13]3[O:14][CH2:15][C@H:16]([NH:17][C:18]([NH:25][CH:29]4[CH2:28][CH2:33][O:32][CH:31]([CH3:36])[CH2:30]4)=[O:19])[C@H:12]3[O:11][CH2:10]2)=[CH:6][CH:5]=[CH:4][N:3]=1, predict the reactants needed to synthesize it. The reactants are: [CH3:1][C:2]1[C:7]([O:8][C@@H:9]2[C@H:13]3[O:14][CH2:15][C@H:16]([NH2:17])[C@H:12]3[O:11][CH2:10]2)=[CH:6][CH:5]=[CH:4][N:3]=1.[C:18]([N:25]1[CH:29]=[CH:28]N=C1)(N1C=CN=C1)=[O:19].[CH3:30][CH:31]1[CH2:36]C(N)C[CH2:33][O:32]1. (3) Given the product [F:35][C:2]([F:1])([F:34])[CH2:3][CH2:4][CH:5]([NH:23][C:24]1[CH:25]=[CH:26][C:27]([C:28]([OH:30])=[O:29])=[CH:32][CH:33]=1)[C:6]1[CH:11]=[CH:10][C:9]([C:12]2[N:13]=[CH:14][C:15]([C:18]([F:19])([F:20])[F:21])=[CH:16][N:17]=2)=[CH:8][C:7]=1[CH3:22], predict the reactants needed to synthesize it. The reactants are: [F:1][C:2]([F:35])([F:34])[CH2:3][CH2:4][CH:5]([NH:23][C:24]1[CH:33]=[CH:32][C:27]([C:28]([O:30]C)=[O:29])=[CH:26][CH:25]=1)[C:6]1[CH:11]=[CH:10][C:9]([C:12]2[N:17]=[CH:16][C:15]([C:18]([F:21])([F:20])[F:19])=[CH:14][N:13]=2)=[CH:8][C:7]=1[CH3:22].[OH-].[Na+].C1COCC1.Cl. (4) Given the product [Cl:11][C:4]1[N:3]=[C:2]([NH:18][CH2:19][CH:20]2[O:24][CH2:23][CH2:22][O:21]2)[C:7]([N+:8]([O-:10])=[O:9])=[CH:6][CH:5]=1, predict the reactants needed to synthesize it. The reactants are: Cl[C:2]1[C:7]([N+:8]([O-:10])=[O:9])=[CH:6][CH:5]=[C:4]([Cl:11])[N:3]=1.C(=O)([O-])[O-].[K+].[K+].[NH2:18][CH2:19][CH:20]1[O:24][CH2:23][CH2:22][O:21]1.O.